This data is from Merck oncology drug combination screen with 23,052 pairs across 39 cell lines. The task is: Regression. Given two drug SMILES strings and cell line genomic features, predict the synergy score measuring deviation from expected non-interaction effect. (1) Drug 1: CN(Cc1cnc2nc(N)nc(N)c2n1)c1ccc(C(=O)NC(CCC(=O)O)C(=O)O)cc1. Drug 2: O=C(CCCCCCC(=O)Nc1ccccc1)NO. Cell line: SW620. Synergy scores: synergy=-17.8. (2) Drug 1: CS(=O)(=O)CCNCc1ccc(-c2ccc3ncnc(Nc4ccc(OCc5cccc(F)c5)c(Cl)c4)c3c2)o1. Drug 2: NC1CCCCC1N.O=C(O)C(=O)O.[Pt+2]. Cell line: ZR751. Synergy scores: synergy=7.34. (3) Drug 1: CCC1(O)CC2CN(CCc3c([nH]c4ccccc34)C(C(=O)OC)(c3cc4c(cc3OC)N(C)C3C(O)(C(=O)OC)C(OC(C)=O)C5(CC)C=CCN6CCC43C65)C2)C1. Drug 2: O=C(CCCCCCC(=O)Nc1ccccc1)NO. Cell line: SW837. Synergy scores: synergy=12.9. (4) Drug 2: COC1=C2CC(C)CC(OC)C(O)C(C)C=C(C)C(OC(N)=O)C(OC)C=CC=C(C)C(=O)NC(=CC1=O)C2=O. Cell line: ZR751. Drug 1: C#Cc1cccc(Nc2ncnc3cc(OCCOC)c(OCCOC)cc23)c1. Synergy scores: synergy=2.63.